This data is from Full USPTO retrosynthesis dataset with 1.9M reactions from patents (1976-2016). The task is: Predict the reactants needed to synthesize the given product. Given the product [NH2:17][C@H:12]1[CH2:13][CH2:14][CH2:15][CH2:16][C@H:11]1[NH:10][C:7]1[N:8]=[N:9][C:4]([C:1]([NH2:2])=[O:3])=[C:5]([NH:25][C:26]2[CH:31]=[CH:30][CH:29]=[C:28]([O:32][CH2:33][CH3:34])[N:27]=2)[CH:6]=1, predict the reactants needed to synthesize it. The reactants are: [C:1]([C:4]1[N:9]=[N:8][C:7]([NH:10][C@@H:11]2[CH2:16][CH2:15][CH2:14][CH2:13][C@@H:12]2[NH:17]C(=O)OC(C)(C)C)=[CH:6][C:5]=1[NH:25][C:26]1[CH:31]=[CH:30][CH:29]=[C:28]([O:32][CH2:33][CH3:34])[N:27]=1)(=[O:3])[NH2:2].FC(F)(F)C(O)=O.